The task is: Binary Classification. Given a miRNA mature sequence and a target amino acid sequence, predict their likelihood of interaction.. This data is from Experimentally validated miRNA-target interactions with 360,000+ pairs, plus equal number of negative samples. (1) The miRNA is mmu-miR-29a-5p with sequence ACUGAUUUCUUUUGGUGUUCAG. The protein sequence of the target gene is MSCVPWKGDKAKSESLELPQAAPPQIYHEKQRRELCALHALNNVFQDSNAFTRDTLQEIFQRLSPNTMVTPHKKSMLGNGNYDVNVIMAALQTKGYEAVWWDKRRDVGVIALTNVMGFIMNLPSSLCWGPLKLPLKRQHWICVREVGGAYYNLDSKLKMPEWIGGESELRKFLKHHLRGKNCELLLVVPEEVEAHQSWRTDV. Result: 0 (no interaction). (2) The miRNA is hsa-miR-4665-3p with sequence CUCGGCCGCGGCGCGUAGCCCCCGCC. The protein sequence of the target gene is MDTEGFGELLQQAEQLAAETEGISELPHVERNLQEIQQAGERLRSRTLTRTSQETADVKASVLLGSRGLDISHISQRLESLSAATTFEPLEPVKDTDIQGFLKNEKDNALLSAIEESRKRTFGMAEEYHRESMLVEWEQVKQRILHTLLASGEDALDFTQESEPSYIGDVNPPGRSSLDSIEMAYARQIYIYNEKIVSGHLQPNLVDLCASVAELDDKSISDMWAMVKQMTDVVLTPATDALKSRSSVEVRMDFVKQALGYLEQSYKNYTLVTVFGNLHQAQLGGVPGTYQLVRSFLNIK.... Result: 0 (no interaction). (3) The miRNA is hsa-miR-4421 with sequence ACCUGUCUGUGGAAAGGAGCUA. The protein sequence of the target gene is MFPSRRKAAQLPWEDGRSGLLSGGLPRKCSVFHLFVACLSLGFFSLLWLQLSCSGDVARAVRGQGQETSGPPRACPPEPPPEHWEEDASWGPHRLAVLVPFRERFEELLVFVPHMRRFLSRKKIRHHIYVLNQVDHFRFNRAALINVGFLESSNSTDYIAMHDVDLLPLNEELDYGFPEAGPFHVASPELHPLYHYKTYVGGILLLSKQHYRLCNGMSNRFWGWGREDDEFYRRIKGAGLQLFRPSGITTGYKTFRHLHDPAWRKRDQKRIAAQKQEQFKVDREGGLNTVKYHVASRTAL.... Result: 1 (interaction). (4) The miRNA is mmu-miR-324-3p with sequence CCACUGCCCCAGGUGCUGCU. The protein sequence of the target gene is MPPAMADNLDIWAVDSQIASDGAISVDFLLPTGIYIQLEVPREATISYIKQMLWKQVHNYPMFNLLMDIDSYMFACVNQTAVYEELEDETRRLCDVRPFLPVLKLVTRSCDPAEKLDSKIGVLIGKGLHEFDALKDPEVNEFRRKMRKFSEAKIQSLVGLSWIDWLKHTYPPEHEPSVLENLEDKLYGGKLVVAVHFENSQDVFSFQVSPNLNPIKINELAIQKRLTIRGKEDEASPCDYVLQVSGRVEYVFGDHPLIQFQYIRNCVMNRTLPHFILVECCKIKKMYEQEMIAIEAAINR.... Result: 0 (no interaction). (5) The miRNA is hsa-miR-548h-5p with sequence AAAAGUAAUCGCGGUUUUUGUC. The protein sequence of the target gene is MKYTKQNFMMSVLGIIIYVTDLIVDIWVSVRFFHEGQYVFSALALSFMLFGTLVAQCFSYSWFKADLKKAGQESQHCFLLLHCLQGGVFTRYWFALKRGYHAAFKYDSNTSNFVEEQIDLHKEVIDRVTDLSMLRLFETYLEGCPQLILQLYILLEHGQANFSQYAAIMVSCCAISWSTVDYQVALRKSLPDKKLLNGLCPKITYLFYKLFTLLSWMLSVVLLLFLNVKIALFLLLFLWLLGIIWAFKNNTQFCTCISMEFLYRIVVGFILIFTFFNIKGQNTKCPMSCYYIVRVLGTLG.... Result: 1 (interaction).